This data is from Tyrosyl-DNA phosphodiesterase HTS with 341,365 compounds. The task is: Binary Classification. Given a drug SMILES string, predict its activity (active/inactive) in a high-throughput screening assay against a specified biological target. (1) The compound is O=C(CC(CC(=O)c1ccccc1)c1ccc(OC)cc1)c1ccccc1. The result is 0 (inactive). (2) The drug is S1(=O)(=O)CC(N(CC(C)C)C(=O)COC(=O)c2sc3CCCc3c2)CC1. The result is 1 (active). (3) The drug is O=C1NN=C(C(C1)C)c1cc([N+]([O-])=O)c(NCCO)cc1. The result is 0 (inactive). (4) The result is 0 (inactive). The molecule is S(CC(=O)Nc1c(OCC)cccc1)c1ccc([N+]([O-])=O)cc1. (5) The molecule is S(c1n(CC2OCCC2)c(=O)c2c(n1)cccc2)CC(=O)Nc1cc(S(=O)(=O)N)ccc1. The result is 0 (inactive). (6) The drug is Clc1ncccc1NC(=O)c1ccc(n2nc(cc2C)C)cc1. The result is 0 (inactive). (7) The drug is O1C(CN(C(=O)N2CCC(CC2)C(=O)NCCc2c(OC)ccc(OC)c2)c2c1cccc2)CC. The result is 0 (inactive). (8) The molecule is Clc1cc2N(CC(=O)NCCC=3CCCCC3)C(=O)c3c(Oc2cc1)nccc3. The result is 0 (inactive). (9) The result is 0 (inactive). The molecule is S(=O)(=O)(N1CC(CCC1)C(=O)Nc1c(F)cccc1)c1c(noc1/C=C\N(C)C)C. (10) The drug is O=C(Nc1c(cccc1C)C)C(N1CCN(CC1)C(=O)c1occc1)c1ccccc1. The result is 0 (inactive).